Task: Regression/Classification. Given a drug SMILES string, predict its absorption, distribution, metabolism, or excretion properties. Task type varies by dataset: regression for continuous measurements (e.g., permeability, clearance, half-life) or binary classification for categorical outcomes (e.g., BBB penetration, CYP inhibition). Dataset: cyp2c19_veith.. Dataset: CYP2C19 inhibition data for predicting drug metabolism from PubChem BioAssay The molecule is CCOc1ccc(NC(=O)N(C2CCCCC2)C(C)c2ccncc2)cc1. The result is 1 (inhibitor).